This data is from Catalyst prediction with 721,799 reactions and 888 catalyst types from USPTO. The task is: Predict which catalyst facilitates the given reaction. Reactant: [NH2:1][C:2]1([CH2:18][CH2:19][OH:20])[C:15]2[C:10](=[N:11][CH:12]=[C:13]([Br:16])[CH:14]=2)[O:9][C:8]2[C:3]1=[CH:4][C:5]([I:17])=[CH:6][CH:7]=2.[N+:21]([C:24]1[CH:34]=[CH:33][C:27]([C:28]([N:30]=[C:31]=[S:32])=[O:29])=[CH:26][CH:25]=1)([O-:23])=[O:22]. Product: [Br:16][C:13]1[CH:14]=[C:15]2[C:2]([NH:1][C:31]([NH:30][C:28](=[O:29])[C:27]3[CH:26]=[CH:25][C:24]([N+:21]([O-:23])=[O:22])=[CH:34][CH:33]=3)=[S:32])([CH2:18][CH2:19][OH:20])[C:3]3[C:8](=[CH:7][CH:6]=[C:5]([I:17])[CH:4]=3)[O:9][C:10]2=[N:11][CH:12]=1. The catalyst class is: 1.